Dataset: Retrosynthesis with 50K atom-mapped reactions and 10 reaction types from USPTO. Task: Predict the reactants needed to synthesize the given product. (1) Given the product O=C(c1ccncc1)c1cc(Cl)ccc1NS(=O)(=O)c1ccc(-c2cc3ccccc3[nH]2)cc1, predict the reactants needed to synthesize it. The reactants are: CC(C)(C)OC(=O)n1c(-c2ccc(S(=O)(=O)Nc3ccc(Cl)cc3C(=O)c3ccncc3)cc2)cc2ccccc21. (2) Given the product Nc1onc(-c2cccc(F)c2)c1C(=O)O, predict the reactants needed to synthesize it. The reactants are: COC(=O)c1c(-c2cccc(F)c2)noc1N. (3) Given the product O=C(c1ccc(-c2ccc3nnn(Cc4ccc5ncccc5c4)c3n2)cc1)N1CCC(N2CCCC2)CC1, predict the reactants needed to synthesize it. The reactants are: C1CCN(C2CCNCC2)C1.O=C(O)c1ccc(-c2ccc3nnn(Cc4ccc5ncccc5c4)c3n2)cc1. (4) Given the product N#Cc1ccc(C(=O)O)c(C(F)(F)F)c1, predict the reactants needed to synthesize it. The reactants are: CC(C)(C)OC(=O)c1ccc(C#N)cc1C(F)(F)F.